From a dataset of NCI-60 drug combinations with 297,098 pairs across 59 cell lines. Regression. Given two drug SMILES strings and cell line genomic features, predict the synergy score measuring deviation from expected non-interaction effect. (1) Drug 1: CCCS(=O)(=O)NC1=C(C(=C(C=C1)F)C(=O)C2=CNC3=C2C=C(C=N3)C4=CC=C(C=C4)Cl)F. Drug 2: N.N.Cl[Pt+2]Cl. Cell line: LOX IMVI. Synergy scores: CSS=24.0, Synergy_ZIP=-7.19, Synergy_Bliss=-4.23, Synergy_Loewe=-5.13, Synergy_HSA=-0.647. (2) Drug 1: COC1=NC(=NC2=C1N=CN2C3C(C(C(O3)CO)O)O)N. Synergy scores: CSS=0.773, Synergy_ZIP=0.497, Synergy_Bliss=1.46, Synergy_Loewe=0.951, Synergy_HSA=-0.0544. Drug 2: C1=CN(C=N1)CC(O)(P(=O)(O)O)P(=O)(O)O. Cell line: HS 578T.